This data is from Experimentally validated miRNA-target interactions with 360,000+ pairs, plus equal number of negative samples. The task is: Binary Classification. Given a miRNA mature sequence and a target amino acid sequence, predict their likelihood of interaction. The miRNA is hsa-miR-3926 with sequence UGGCCAAAAAGCAGGCAGAGA. The protein sequence of the target gene is MGVLTFRDVAVEFSPEEWECLDSAQQRLYRDVMLENYGNLVSLGLAIFKPDLMTCLEQRKEPWKVKRQEAVAKHPAGSFHFTAEILPDHDIKDSFQKVILRKYGSCDLNNLHLKKDYQSVGNCKGQKSSYNGLHQCLSATHSKTCQCNKCGRGFQLCSIFTEHKDIFSREKCHKCEECGKDCRLFSDFTRHKKIHTVERCYKCEECGKAFKKFSNLTEHKRVHTGEKPYKCEGCGKTFTCSSTLVKHKRNHTGDRPYKCEECGKAFKCFSDLTNHKRIHTGEKPYKCEECNKAYRWFSDL.... Result: 1 (interaction).